The task is: Binary Classification. Given a drug SMILES string, predict its activity (active/inactive) in a high-throughput screening assay against a specified biological target.. This data is from Tyrosyl-DNA phosphodiesterase HTS with 341,365 compounds. The molecule is O=C(NCCCN1CCCCC1)CCNC(=O)c1cc(OC)c(OC)c(OC)c1. The result is 0 (inactive).